From a dataset of Forward reaction prediction with 1.9M reactions from USPTO patents (1976-2016). Predict the product of the given reaction. Given the reactants FC(F)(F)C(O)=O.[CH3:8][S:9][C:10]1[C:18]([O:19]C2CCCCO2)=[CH:17][CH:16]=[C:15]2[C:11]=1[CH:12]=[N:13][N:14]2C1CCCCO1.O, predict the reaction product. The product is: [CH3:8][S:9][C:10]1[C:18]([OH:19])=[CH:17][CH:16]=[C:15]2[C:11]=1[CH:12]=[N:13][NH:14]2.